Dataset: Forward reaction prediction with 1.9M reactions from USPTO patents (1976-2016). Task: Predict the product of the given reaction. (1) Given the reactants [CH3:1][C:2]([O:5][C:6]([NH:8][C:9]([O:11][C:12]([CH3:15])([CH3:14])[CH3:13])=[O:10])=[O:7])([CH3:4])[CH3:3].[H-].[Na+].Br[CH2:19][C:20]1[CH:21]=[C:22]([CH:30]=[CH:31][C:32]=1[N+:33]([O-:35])=[O:34])[C:23]([O:25][C:26]([CH3:29])([CH3:28])[CH3:27])=[O:24], predict the reaction product. The product is: [C:2]([O:5][C:6]([N:8]([CH2:19][C:20]1[CH:21]=[C:22]([CH:30]=[CH:31][C:32]=1[N+:33]([O-:35])=[O:34])[C:23]([O:25][C:26]([CH3:29])([CH3:27])[CH3:28])=[O:24])[C:9]([O:11][C:12]([CH3:15])([CH3:14])[CH3:13])=[O:10])=[O:7])([CH3:1])([CH3:3])[CH3:4]. (2) Given the reactants [CH2:1]([C:3]1[N:7]([C:8]2[N:16]=[C:15]3[C:11]([N:12]=[C:13]([CH:18]=O)[N:14]3[CH3:17])=[C:10]([N:20]3[CH2:25][CH2:24][O:23][CH2:22][CH2:21]3)[N:9]=2)[C:6]2[CH:26]=[CH:27][CH:28]=[CH:29][C:5]=2[N:4]=1)[CH3:2].[O:30]1[CH2:33][CH:32]([CH:34]2[CH2:39][CH2:38][NH:37][CH2:36][CH2:35]2)[CH2:31]1.COC(OC)OC.C(O)(=O)C.C(O[BH-](OC(=O)C)OC(=O)C)(=O)C.[Na+], predict the reaction product. The product is: [CH2:1]([C:3]1[N:7]([C:8]2[N:16]=[C:15]3[C:11]([N:12]=[C:13]([CH2:18][N:37]4[CH2:38][CH2:39][CH:34]([CH:32]5[CH2:33][O:30][CH2:31]5)[CH2:35][CH2:36]4)[N:14]3[CH3:17])=[C:10]([N:20]3[CH2:25][CH2:24][O:23][CH2:22][CH2:21]3)[N:9]=2)[C:6]2[CH:26]=[CH:27][CH:28]=[CH:29][C:5]=2[N:4]=1)[CH3:2].